From a dataset of Reaction yield outcomes from USPTO patents with 853,638 reactions. Predict the reaction yield, written as a fraction of the theoretical maximum amount of product (1.0 means a 100% yield; for example, 0.34 means a 34% yield). (1) The reactants are [CH3:1][N:2]1[CH2:7][CH2:6][CH2:5][CH2:4][C@@H:3]1[CH2:8][O:9][C:10]1[C:18]2[C:17]3[CH:19]=[C:20]([C:23]#[N:24])[N:21]=[CH:22][C:16]=3[N:15](COCC[Si](C)(C)C)[C:14]=2[N:13]=[CH:12][CH:11]=1.Br.[OH-].[Na+].Cl. The catalyst is O1CCOCC1. The product is [CH3:1][N:2]1[CH2:7][CH2:6][CH2:5][CH2:4][C@@H:3]1[CH2:8][O:9][C:10]1[C:18]2[C:17]3[CH:19]=[C:20]([C:23]#[N:24])[N:21]=[CH:22][C:16]=3[NH:15][C:14]=2[N:13]=[CH:12][CH:11]=1. The yield is 0.280. (2) The reactants are C([O:8][C:9](=[O:37])[C@@H:10]1[CH2:14][CH2:13][CH2:12][N:11]1[C:15](=[O:36])[CH2:16][CH2:17][C:18](=[O:35])[C@@H:19]([NH:27][C:28]([O:30][C:31]([CH3:34])([CH3:33])[CH3:32])=[O:29])[CH2:20][C:21]1[CH:26]=[CH:25][CH:24]=[CH:23][CH:22]=1)C1C=CC=CC=1.[H][H]. The catalyst is CCOC(C)=O.CO.[Pd]. The product is [C:21]1([CH2:20][C@H:19]([NH:27][C:28]([O:30][C:31]([CH3:34])([CH3:33])[CH3:32])=[O:29])[C:18](=[O:35])[CH2:17][CH2:16][C:15]([N:11]2[CH2:12][CH2:13][CH2:14][C@H:10]2[C:9]([OH:37])=[O:8])=[O:36])[CH:22]=[CH:23][CH:24]=[CH:25][CH:26]=1. The yield is 0.900. (3) The reactants are [Cl:1][C:2]1[N:7]=[C:6]([C:8]2[S:12][C:11]([N:13]3[CH2:18][CH2:17][O:16][CH2:15][CH2:14]3)=[N:10][C:9]=2[C:19]2[C:20]([F:26])=[C:21]([CH:23]=[CH:24][CH:25]=2)[NH2:22])[CH:5]=[CH:4][N:3]=1.[F:27][C:28]1[CH:33]=[CH:32][CH:31]=[C:30]([F:34])[C:29]=1[S:35](Cl)(=[O:37])=[O:36]. The catalyst is N1C=CC=CC=1. The product is [Cl:1][C:2]1[N:7]=[C:6]([C:8]2[S:12][C:11]([N:13]3[CH2:14][CH2:15][O:16][CH2:17][CH2:18]3)=[N:10][C:9]=2[C:19]2[C:20]([F:26])=[C:21]([NH:22][S:35]([C:29]3[C:30]([F:34])=[CH:31][CH:32]=[CH:33][C:28]=3[F:27])(=[O:37])=[O:36])[CH:23]=[CH:24][CH:25]=2)[CH:5]=[CH:4][N:3]=1. The yield is 0.364.